Predict the product of the given reaction. From a dataset of Forward reaction prediction with 1.9M reactions from USPTO patents (1976-2016). (1) Given the reactants [Br:1][C:2]1[CH:6]=[N:5][N:4]([CH3:7])[C:3]=1[C:8]1[CH:9]=[C:10]([NH2:16])[CH:11]=[CH:12][C:13]=1[O:14][CH3:15].[F:17][C:18]([F:30])([F:29])[O:19][C:20]1[CH:25]=[CH:24][C:23]([N:26]=[C:27]=[O:28])=[CH:22][CH:21]=1, predict the reaction product. The product is: [Br:1][C:2]1[CH:6]=[N:5][N:4]([CH3:7])[C:3]=1[C:8]1[CH:9]=[C:10]([NH:16][C:27]([NH:26][C:23]2[CH:24]=[CH:25][C:20]([O:19][C:18]([F:17])([F:29])[F:30])=[CH:21][CH:22]=2)=[O:28])[CH:11]=[CH:12][C:13]=1[O:14][CH3:15]. (2) The product is: [CH3:1][C:2]1[CH:17]=[CH:16][C:5]([O:6][C:7]2[CH:8]=[C:9]([CH:10]=[CH:11][CH:12]=2)[NH2:13])=[CH:4][CH:3]=1. Given the reactants [CH3:1][C:2]1[CH:17]=[CH:16][C:5]([O:6][C:7]2[CH:8]=[C:9]([N+:13]([O-])=O)[CH:10]=[CH:11][CH:12]=2)=[CH:4][CH:3]=1, predict the reaction product.